This data is from NCI-60 drug combinations with 297,098 pairs across 59 cell lines. The task is: Regression. Given two drug SMILES strings and cell line genomic features, predict the synergy score measuring deviation from expected non-interaction effect. (1) Drug 1: CC12CCC(CC1=CCC3C2CCC4(C3CC=C4C5=CN=CC=C5)C)O. Drug 2: CC1=C(C=C(C=C1)NC(=O)C2=CC=C(C=C2)CN3CCN(CC3)C)NC4=NC=CC(=N4)C5=CN=CC=C5. Cell line: MALME-3M. Synergy scores: CSS=-5.26, Synergy_ZIP=-0.147, Synergy_Bliss=-2.25, Synergy_Loewe=-7.22, Synergy_HSA=-4.70. (2) Drug 1: CS(=O)(=O)C1=CC(=C(C=C1)C(=O)NC2=CC(=C(C=C2)Cl)C3=CC=CC=N3)Cl. Drug 2: C1CCN(CC1)CCOC2=CC=C(C=C2)C(=O)C3=C(SC4=C3C=CC(=C4)O)C5=CC=C(C=C5)O. Cell line: TK-10. Synergy scores: CSS=8.30, Synergy_ZIP=2.61, Synergy_Bliss=6.78, Synergy_Loewe=5.50, Synergy_HSA=5.69. (3) Drug 1: C1=C(C(=O)NC(=O)N1)F. Drug 2: C(CCl)NC(=O)N(CCCl)N=O. Cell line: BT-549. Synergy scores: CSS=33.1, Synergy_ZIP=-5.40, Synergy_Bliss=-3.40, Synergy_Loewe=-6.34, Synergy_HSA=-3.67. (4) Drug 1: CC1=C2C(C(=O)C3(C(CC4C(C3C(C(C2(C)C)(CC1OC(=O)C(C(C5=CC=CC=C5)NC(=O)OC(C)(C)C)O)O)OC(=O)C6=CC=CC=C6)(CO4)OC(=O)C)O)C)O. Drug 2: C1=NC(=NC(=O)N1C2C(C(C(O2)CO)O)O)N. Cell line: A498. Synergy scores: CSS=15.9, Synergy_ZIP=-6.48, Synergy_Bliss=1.70, Synergy_Loewe=1.33, Synergy_HSA=2.10. (5) Drug 1: CC1=C(C(CCC1)(C)C)C=CC(=CC=CC(=CC(=O)O)C)C. Drug 2: C1=NC2=C(N=C(N=C2N1C3C(C(C(O3)CO)O)F)Cl)N. Cell line: SF-539. Synergy scores: CSS=9.34, Synergy_ZIP=-4.11, Synergy_Bliss=2.58, Synergy_Loewe=3.63, Synergy_HSA=3.90. (6) Drug 1: CC=C1C(=O)NC(C(=O)OC2CC(=O)NC(C(=O)NC(CSSCCC=C2)C(=O)N1)C(C)C)C(C)C. Drug 2: COCCOC1=C(C=C2C(=C1)C(=NC=N2)NC3=CC=CC(=C3)C#C)OCCOC.Cl. Cell line: MOLT-4. Synergy scores: CSS=49.2, Synergy_ZIP=0.849, Synergy_Bliss=-1.00, Synergy_Loewe=-63.1, Synergy_HSA=-1.84. (7) Drug 1: CN(C)C1=NC(=NC(=N1)N(C)C)N(C)C. Drug 2: CC=C1C(=O)NC(C(=O)OC2CC(=O)NC(C(=O)NC(CSSCCC=C2)C(=O)N1)C(C)C)C(C)C. Cell line: MDA-MB-435. Synergy scores: CSS=49.0, Synergy_ZIP=4.28, Synergy_Bliss=2.38, Synergy_Loewe=-59.9, Synergy_HSA=-0.885.